Dataset: Reaction yield outcomes from USPTO patents with 853,638 reactions. Task: Predict the reaction yield, written as a fraction of the theoretical maximum amount of product (1.0 means a 100% yield; for example, 0.34 means a 34% yield). (1) The reactants are O[C:2]1[N:3]=[CH:4][C:5]([C:8]([OH:10])=O)=[N:6][CH:7]=1.S(Cl)([Cl:13])=O.C(N(C(C)C)CC)(C)C.[C:24]([O:28][C:29]([NH:31][C:32]1[CH:37]=[CH:36][CH:35]=[CH:34][C:33]=1[NH2:38])=[O:30])([CH3:27])([CH3:26])[CH3:25].C(=O)(O)[O-].[Na+]. The catalyst is ClCCl.CN(C)C=O. The product is [C:24]([O:28][C:29]([NH:31][C:32]1[CH:37]=[CH:36][CH:35]=[CH:34][C:33]=1[NH:38][C:8]([C:5]1[CH:4]=[N:3][C:2]([Cl:13])=[CH:7][N:6]=1)=[O:10])=[O:30])([CH3:27])([CH3:25])[CH3:26]. The yield is 0.560. (2) The reactants are [F:1][C:2]1[CH:3]=[C:4]([NH:12][S:13]([C:16]2[N:21]=[CH:20][C:19](B(O)O)=[CH:18][CH:17]=2)(=[O:15])=[O:14])[CH:5]=[N:6][C:7]=1[C:8]([O:10]C)=[O:9].Br[C:26]1[N:31]=[CH:30][CH:29]=[CH:28][N:27]=1.C(=O)([O-])[O-].[Na+].[Na+].Cl. The catalyst is CN(C=O)C.O.C1C=CC(P(C2C=CC=CC=2)[C-]2C=CC=C2)=CC=1.C1C=CC(P(C2C=CC=CC=2)[C-]2C=CC=C2)=CC=1.Cl[Pd]Cl.[Fe+2]. The product is [F:1][C:2]1[C:7]([C:8]([OH:10])=[O:9])=[N:6][CH:5]=[C:4]([NH:12][S:13]([C:16]2[CH:17]=[CH:18][C:19]([C:26]3[N:31]=[CH:30][CH:29]=[CH:28][N:27]=3)=[CH:20][N:21]=2)(=[O:15])=[O:14])[CH:3]=1. The yield is 0.130. (3) The reactants are [CH3:1][O:2][C:3]1[CH:12]=[C:11]2[C:6]([C:7](=O)[CH2:8][CH:9]([C:13]3[CH:14]=[N:15][CH:16]=[CH:17][CH:18]=3)[O:10]2)=[CH:5][CH:4]=1.Cl.[NH2:21][OH:22].C([O-])(=O)C.[Na+]. The catalyst is CO. The product is [CH3:1][O:2][C:3]1[CH:12]=[C:11]2[C:6]([C:7](=[N:21][OH:22])[CH2:8][CH:9]([C:13]3[CH:14]=[N:15][CH:16]=[CH:17][CH:18]=3)[O:10]2)=[CH:5][CH:4]=1. The yield is 0.770. (4) The reactants are [Cl:1]/[CH:2]=[CH:3]\Cl.[CH:5]#[C:6][CH2:7][CH2:8][CH2:9][CH3:10]. No catalyst specified. The product is [Cl:1]/[CH:2]=[CH:3]\[C:5]#[C:6][CH2:7][CH2:8][CH2:9][CH3:10]. The yield is 0.650. (5) The reactants are C(N(CC)[CH2:4][C:5]#[C:6][C:7]1[S:15][C:14]2[C:9](=[N:10][CH:11]=[CH:12][C:13]=2[O:16][C:17]2[CH:23]=[CH:22][C:20]([NH2:21])=[CH:19][C:18]=2[F:24])[CH:8]=1)C.Cl.O1CCOCC1. The catalyst is [Pd].C(Cl)Cl.CCO. The product is [F:24][C:18]1[CH:19]=[C:20]([NH2:21])[CH:22]=[CH:23][C:17]=1[O:16][C:13]1[CH:12]=[CH:11][N:10]=[C:9]2[CH:8]=[C:7]([CH2:6][CH2:5][CH3:4])[S:15][C:14]=12. The yield is 0.0800. (6) The reactants are [Br:1][C:2]1[N:7]=[C:6]([CH3:8])[N:5]=[C:4]([CH:9]=[N:10][OH:11])[CH:3]=1.[CH2:12]=[CH:13][C:14]1[CH:19]=[CH:18][CH:17]=[CH:16][CH:15]=1.Cl[O-].[Na+]. The yield is 0.424. The product is [Br:1][C:2]1[N:7]=[C:6]([CH3:8])[N:5]=[C:4]([C:9]2[CH2:12][CH:13]([C:14]3[CH:19]=[CH:18][CH:17]=[CH:16][CH:15]=3)[O:11][N:10]=2)[CH:3]=1. The catalyst is C(Cl)Cl.